From a dataset of Forward reaction prediction with 1.9M reactions from USPTO patents (1976-2016). Predict the product of the given reaction. (1) Given the reactants [NH:1]1[CH:5]=[CH:4][N:3]=[CH:2]1.CS(O[CH2:11][CH2:12][CH:13]1[CH2:18][CH2:17][CH:16]([N:19]2[C:23]3[N:24]=[CH:25][N:26]=[C:27]([NH2:28])[C:22]=3[C:21]([C:29]3[CH:34]=[CH:33][C:32]([O:35][C:36]4[CH:41]=[CH:40][CH:39]=[CH:38][CH:37]=4)=[CH:31][CH:30]=3)=[CH:20]2)[CH2:15][CH2:14]1)(=O)=O.[H-].[Na+], predict the reaction product. The product is: [N:1]1([CH2:11][CH2:12][CH:13]2[CH2:18][CH2:17][CH:16]([N:19]3[C:23]4[N:24]=[CH:25][N:26]=[C:27]([NH2:28])[C:22]=4[C:21]([C:29]4[CH:30]=[CH:31][C:32]([O:35][C:36]5[CH:37]=[CH:38][CH:39]=[CH:40][CH:41]=5)=[CH:33][CH:34]=4)=[CH:20]3)[CH2:15][CH2:14]2)[CH:5]=[CH:4][N:3]=[CH:2]1. (2) Given the reactants C([NH:4][C:5]1[CH:24]=[CH:23][C:8]([CH2:9][N:10]2[CH2:14][CH2:13][C@H:12]([NH:15]C(=O)C(F)(F)F)[C:11]2=[O:22])=[CH:7][C:6]=1[N+:25]([O-:27])=[O:26])(=O)C.[OH-].[Na+], predict the reaction product. The product is: [NH2:15][C@H:12]1[CH2:13][CH2:14][N:10]([CH2:9][C:8]2[CH:23]=[CH:24][C:5]([NH2:4])=[C:6]([N+:25]([O-:27])=[O:26])[CH:7]=2)[C:11]1=[O:22]. (3) Given the reactants [CH:1]1([NH:6][C:7]2[CH:12]=[CH:11][N:10]3[N:13]=[C:14]([C:28]4[CH:33]=[CH:32][C:31]([F:34])=[CH:30][CH:29]=4)[C:15]([C:16]4[CH:21]=[CH:20][N:19]=[C:18]([NH:22][CH:23]5[CH2:27][CH2:26][CH2:25][CH2:24]5)[N:17]=4)=[C:9]3[CH:8]=2)[CH2:5][CH2:4][CH2:3][CH2:2]1.C([Li])CCC.[CH2:40]([S:42]SCC)[CH3:41], predict the reaction product. The product is: [CH:1]1([NH:6][C:7]2[CH:12]=[C:11]([S:42][CH2:40][CH3:41])[N:10]3[N:13]=[C:14]([C:28]4[CH:29]=[CH:30][C:31]([F:34])=[CH:32][CH:33]=4)[C:15]([C:16]4[CH:21]=[CH:20][N:19]=[C:18]([NH:22][CH:23]5[CH2:24][CH2:25][CH2:26][CH2:27]5)[N:17]=4)=[C:9]3[CH:8]=2)[CH2:2][CH2:3][CH2:4][CH2:5]1.